From a dataset of NCI-60 drug combinations with 297,098 pairs across 59 cell lines. Regression. Given two drug SMILES strings and cell line genomic features, predict the synergy score measuring deviation from expected non-interaction effect. (1) Drug 1: C1=NC(=NC(=O)N1C2C(C(C(O2)CO)O)O)N. Drug 2: CN(CC1=CN=C2C(=N1)C(=NC(=N2)N)N)C3=CC=C(C=C3)C(=O)NC(CCC(=O)O)C(=O)O. Cell line: BT-549. Synergy scores: CSS=9.04, Synergy_ZIP=-4.69, Synergy_Bliss=-2.16, Synergy_Loewe=-9.76, Synergy_HSA=-0.124. (2) Drug 2: C1CC(C1)(C(=O)O)C(=O)O.[NH2-].[NH2-].[Pt+2]. Drug 1: CC(C1=C(C=CC(=C1Cl)F)Cl)OC2=C(N=CC(=C2)C3=CN(N=C3)C4CCNCC4)N. Cell line: SNB-75. Synergy scores: CSS=11.4, Synergy_ZIP=-0.568, Synergy_Bliss=2.65, Synergy_Loewe=1.53, Synergy_HSA=2.24. (3) Drug 1: C1=NC2=C(N=C(N=C2N1C3C(C(C(O3)CO)O)F)Cl)N. Drug 2: CC1C(C(CC(O1)OC2CC(CC3=C2C(=C4C(=C3O)C(=O)C5=C(C4=O)C(=CC=C5)OC)O)(C(=O)CO)O)N)O.Cl. Cell line: MALME-3M. Synergy scores: CSS=32.8, Synergy_ZIP=-6.38, Synergy_Bliss=-5.34, Synergy_Loewe=-6.83, Synergy_HSA=-3.57.